This data is from Reaction yield outcomes from USPTO patents with 853,638 reactions. The task is: Predict the reaction yield, written as a fraction of the theoretical maximum amount of product (1.0 means a 100% yield; for example, 0.34 means a 34% yield). The reactants are C(O[C:6](=O)[N:7]([C@H:9]([C:31]1[CH:36]=[CH:35][CH:34]=[CH:33][CH:32]=1)[C:10]([N:12]1[CH2:17][CH2:16][N:15]2[CH2:18][C@H:19]([O:21][C:22]3[CH:27]=[N:26][C:25]([CH:28]4[CH2:30][CH2:29]4)=[CH:24][N:23]=3)[CH2:20][C@H:14]2[CH2:13]1)=[O:11])C)(C)(C)C.Cl. The catalyst is O1CCOCC1. The product is [CH:28]1([C:25]2[N:26]=[CH:27][C:22]([O:21][C@H:19]3[CH2:18][N:15]4[CH2:16][CH2:17][N:12]([C:10](=[O:11])[C@H:9]([NH:7][CH3:6])[C:31]5[CH:36]=[CH:35][CH:34]=[CH:33][CH:32]=5)[CH2:13][C@@H:14]4[CH2:20]3)=[N:23][CH:24]=2)[CH2:30][CH2:29]1. The yield is 0.490.